From a dataset of Catalyst prediction with 721,799 reactions and 888 catalyst types from USPTO. Predict which catalyst facilitates the given reaction. (1) Reactant: [OH:1][C:2]1[N:3]=[C:4]([C:11]2[C:12]([CH3:20])=[N:13][N:14]3[CH:19]=[CH:18][CH:17]=[CH:16][C:15]=23)[S:5][C:6]=1[C:7]([O:9][CH3:10])=[O:8].C(=O)([O-])[O-].[K+].[K+].[CH2:27](Br)[C:28]1[CH:33]=[CH:32][CH:31]=[CH:30][CH:29]=1. Product: [CH2:27]([O:1][C:2]1[N:3]=[C:4]([C:11]2[C:12]([CH3:20])=[N:13][N:14]3[CH:19]=[CH:18][CH:17]=[CH:16][C:15]=23)[S:5][C:6]=1[C:7]([O:9][CH3:10])=[O:8])[C:28]1[CH:33]=[CH:32][CH:31]=[CH:30][CH:29]=1. The catalyst class is: 9. (2) Reactant: [F:1][C:2]1[CH:7]=[CH:6][C:5]([C:8](=O)[CH2:9][CH2:10][N:11]2[CH2:16][CH2:15][CH2:14][CH:13]([C:17]3[S:18][CH:19]=[CH:20][N:21]=3)[CH2:12]2)=[CH:4][CH:3]=1.Cl.[NH2:24][OH:25].O.O.O.C([O-])(=O)C.[Na+]. Product: [F:1][C:2]1[CH:7]=[CH:6][C:5]([C:8](=[N:24][OH:25])[CH2:9][CH2:10][N:11]2[CH2:16][CH2:15][CH2:14][CH:13]([C:17]3[S:18][CH:19]=[CH:20][N:21]=3)[CH2:12]2)=[CH:4][CH:3]=1. The catalyst class is: 815.